Dataset: Catalyst prediction with 721,799 reactions and 888 catalyst types from USPTO. Task: Predict which catalyst facilitates the given reaction. (1) Reactant: [N+:1]([C:4]1[CH:9]=[CH:8][C:7]([C:10]([N:12]2[CH2:16][CH2:15][CH2:14][CH2:13]2)=[O:11])=[CH:6][CH:5]=1)([O-])=O. Product: [N:12]1([C:10]([C:7]2[CH:8]=[CH:9][C:4]([NH2:1])=[CH:5][CH:6]=2)=[O:11])[CH2:13][CH2:14][CH2:15][CH2:16]1. The catalyst class is: 29. (2) Reactant: [O:1]=[C:2]1[C:10]2[C:5](=[CH:6][CH:7]=[CH:8][CH:9]=2)[C:4](=[O:11])[N:3]1[CH2:12][CH:13]([C:18]1[CH:23]=[CH:22][C:21]([CH2:24][O:25][Si:26]([CH:33]([CH3:35])[CH3:34])([CH:30]([CH3:32])[CH3:31])[CH:27]([CH3:29])[CH3:28])=[CH:20][CH:19]=1)[C:14]([O:16]C)=[O:15].[OH:36][Li].O. Product: [C:14]([CH:13]([C:18]1[CH:19]=[CH:20][C:21]([CH2:24][O:25][Si:26]([CH:30]([CH3:32])[CH3:31])([CH:33]([CH3:34])[CH3:35])[CH:27]([CH3:29])[CH3:28])=[CH:22][CH:23]=1)[CH2:12][NH:3][C:2]([C:10]1[CH:9]=[CH:8][CH:7]=[CH:6][C:5]=1[C:4]([OH:11])=[O:36])=[O:1])([OH:16])=[O:15]. The catalyst class is: 20. (3) Reactant: [N:1]1([CH2:7][CH2:8][O:9][C:10]2[CH:11]=[C:12]([CH:16]=[CH:17][CH:18]=2)[C:13]([OH:15])=O)[CH2:6][CH2:5][O:4][CH2:3][CH2:2]1.CN(C(ON1N=NC2C=CC=CC1=2)=[N+](C)C)C.F[P-](F)(F)(F)(F)F.C(N(C(C)C)CC)(C)C.[CH3:52][O:53][CH2:54][O:55][C:56]1[CH:57]=[C:58]([NH2:62])[CH:59]=[CH:60][CH:61]=1. Product: [CH3:52][O:53][CH2:54][O:55][C:56]1[CH:57]=[C:58]([NH:62][C:13](=[O:15])[C:12]2[CH:16]=[CH:17][CH:18]=[C:10]([O:9][CH2:8][CH2:7][N:1]3[CH2:2][CH2:3][O:4][CH2:5][CH2:6]3)[CH:11]=2)[CH:59]=[CH:60][CH:61]=1. The catalyst class is: 9. (4) Reactant: Cl[C:2]1[N:3]=[CH:4][C:5]2[N:11]([CH3:12])[C:10](=[O:13])[CH:9]([CH3:14])[CH2:8][N:7]([C:15]3[CH:20]=[CH:19][CH:18]=[CH:17][CH:16]=3)[C:6]=2[N:21]=1.[NH2:22][C:23]1[CH:38]=[CH:37][C:26]([C:27]([NH:29][CH:30]2[CH2:35][CH2:34][N:33]([CH3:36])[CH2:32][CH2:31]2)=[O:28])=[CH:25][C:24]=1[O:39][CH3:40].O.C1(C)C=CC(S(O)(=O)=O)=CC=1. Product: [CH3:12][N:11]1[C:10](=[O:13])[CH:9]([CH3:14])[CH2:8][N:7]([C:15]2[CH:20]=[CH:19][CH:18]=[CH:17][CH:16]=2)[C:6]2[N:21]=[C:2]([NH:22][C:23]3[CH:38]=[CH:37][C:26]([C:27]([NH:29][CH:30]4[CH2:31][CH2:32][N:33]([CH3:36])[CH2:34][CH2:35]4)=[O:28])=[CH:25][C:24]=3[O:39][CH3:40])[N:3]=[CH:4][C:5]1=2. The catalyst class is: 41. (5) Reactant: [Cl:1][C:2]1[CH:3]=[C:4]2[C:13](=[C:14]3[C:19]=1[CH:18]=[CH:17][CH:16]=[N:15]3)[NH:12][S:11](=[O:21])(=[O:20])[C:10]1[C:5]2=[CH:6][C:7]([C:22]([OH:24])=O)=[CH:8][CH:9]=1.[NH:25]1[CH2:29][CH2:28][CH:27]([OH:30])[CH2:26]1.CCN=C=NCCCN(C)C.Cl.C1C=CC2N(O)N=NC=2C=1. Product: [Cl:1][C:2]1[CH:3]=[C:4]2[C:13](=[C:14]3[C:19]=1[CH:18]=[CH:17][CH:16]=[N:15]3)[NH:12][S:11](=[O:20])(=[O:21])[C:10]1[C:5]2=[CH:6][C:7]([C:22]([N:25]2[CH2:29][CH2:28][CH:27]([OH:30])[CH2:26]2)=[O:24])=[CH:8][CH:9]=1. The catalyst class is: 3. (6) Reactant: [NH2:1][C:2]1[CH:9]=[CH:8][CH:7]=[C:6](F)[C:3]=1[C:4]#[N:5].[CH3:11][O-:12].[Na+]. Product: [NH2:1][C:2]1[CH:9]=[CH:8][CH:7]=[C:6]([O:12][CH3:11])[C:3]=1[C:4]#[N:5]. The catalyst class is: 405. (7) Reactant: [CH3:1][NH:2][C:3]1[N:4]([CH3:14])[N:5]=[C:6]([C:8]2[CH:9]=[N:10][CH:11]=[CH:12][CH:13]=2)[CH:7]=1.[Cl:15]N1C(=O)CCC1=O. Product: [Cl:15][C:7]1[C:6]([C:8]2[CH:9]=[N:10][CH:11]=[CH:12][CH:13]=2)=[N:5][N:4]([CH3:14])[C:3]=1[NH:2][CH3:1]. The catalyst class is: 10.